Dataset: NCI-60 drug combinations with 297,098 pairs across 59 cell lines. Task: Regression. Given two drug SMILES strings and cell line genomic features, predict the synergy score measuring deviation from expected non-interaction effect. (1) Drug 1: CN1C(=O)N2C=NC(=C2N=N1)C(=O)N. Synergy scores: CSS=20.9, Synergy_ZIP=-1.77, Synergy_Bliss=-1.97, Synergy_Loewe=-41.1, Synergy_HSA=-3.88. Cell line: CAKI-1. Drug 2: B(C(CC(C)C)NC(=O)C(CC1=CC=CC=C1)NC(=O)C2=NC=CN=C2)(O)O. (2) Drug 1: CNC(=O)C1=CC=CC=C1SC2=CC3=C(C=C2)C(=NN3)C=CC4=CC=CC=N4. Drug 2: C(CCl)NC(=O)N(CCCl)N=O. Cell line: RXF 393. Synergy scores: CSS=-2.39, Synergy_ZIP=-0.558, Synergy_Bliss=-4.00, Synergy_Loewe=-5.71, Synergy_HSA=-5.27. (3) Drug 1: C(CN)CNCCSP(=O)(O)O. Drug 2: CC1C(C(CC(O1)OC2CC(CC3=C2C(=C4C(=C3O)C(=O)C5=CC=CC=C5C4=O)O)(C(=O)C)O)N)O. Cell line: RXF 393. Synergy scores: CSS=45.5, Synergy_ZIP=-0.783, Synergy_Bliss=1.07, Synergy_Loewe=-65.3, Synergy_HSA=1.44. (4) Drug 1: CC(C)NC(=O)C1=CC=C(C=C1)CNNC.Cl. Drug 2: C1C(C(OC1N2C=NC(=NC2=O)N)CO)O. Cell line: HCT-15. Synergy scores: CSS=14.8, Synergy_ZIP=0.0643, Synergy_Bliss=-2.44, Synergy_Loewe=-19.8, Synergy_HSA=0.879. (5) Drug 1: C1CC(C1)(C(=O)O)C(=O)O.[NH2-].[NH2-].[Pt+2]. Drug 2: CC1=C(C=C(C=C1)NC(=O)C2=CC=C(C=C2)CN3CCN(CC3)C)NC4=NC=CC(=N4)C5=CN=CC=C5. Cell line: TK-10. Synergy scores: CSS=-2.27, Synergy_ZIP=-1.20, Synergy_Bliss=-4.96, Synergy_Loewe=-4.08, Synergy_HSA=-4.93. (6) Cell line: NCI-H322M. Drug 1: C1=CC(=CC=C1CCC2=CNC3=C2C(=O)NC(=N3)N)C(=O)NC(CCC(=O)O)C(=O)O. Synergy scores: CSS=18.9, Synergy_ZIP=-8.46, Synergy_Bliss=-2.94, Synergy_Loewe=-6.62, Synergy_HSA=-3.25. Drug 2: C1=NC2=C(N1)C(=S)N=C(N2)N. (7) Drug 1: C(=O)(N)NO. Drug 2: COC1=NC(=NC2=C1N=CN2C3C(C(C(O3)CO)O)O)N. Cell line: CAKI-1. Synergy scores: CSS=1.98, Synergy_ZIP=-2.52, Synergy_Bliss=-5.65, Synergy_Loewe=-2.82, Synergy_HSA=-5.29.